Dataset: Full USPTO retrosynthesis dataset with 1.9M reactions from patents (1976-2016). Task: Predict the reactants needed to synthesize the given product. Given the product [NH:1]([C:9]([O:11][CH2:12][CH:13]1[C:14]2[C:19](=[CH:18][CH:17]=[CH:16][CH:15]=2)[C:20]2[C:25]1=[CH:24][CH:23]=[CH:22][CH:21]=2)=[O:10])[C@H:2]([C:6]([O:8][N:27]1[C:31](=[O:32])[CH2:30][CH2:29][C:28]1=[O:33])=[O:7])[CH:3]([CH3:5])[CH3:4], predict the reactants needed to synthesize it. The reactants are: [NH:1]([C:9]([O:11][CH2:12][CH:13]1[C:25]2[C:20](=[CH:21][CH:22]=[CH:23][CH:24]=2)[C:19]2[C:14]1=[CH:15][CH:16]=[CH:17][CH:18]=2)=[O:10])[C@H:2]([C:6]([OH:8])=[O:7])[CH:3]([CH3:5])[CH3:4].O[N:27]1[C:31](=[O:32])[CH2:30][CH2:29][C:28]1=[O:33].C1CCC(N=C=NC2CCCCC2)CC1.